Dataset: Reaction yield outcomes from USPTO patents with 853,638 reactions. Task: Predict the reaction yield, written as a fraction of the theoretical maximum amount of product (1.0 means a 100% yield; for example, 0.34 means a 34% yield). (1) The reactants are [CH3:1][S:2]([CH2:5][CH2:6][NH2:7])(=[O:4])=[O:3].Cl[C:9]1[N:14]=[C:13]([C:15]2[S:19][C:18]([CH:20]([CH3:22])[CH3:21])=[N:17][C:16]=2[C:23]2[CH:24]=[CH:25][C:26]([F:41])=[C:27]([NH:29][S:30]([C:33]3[CH:38]=[CH:37][C:36]([F:39])=[CH:35][C:34]=3[F:40])(=[O:32])=[O:31])[CH:28]=2)[CH:12]=[CH:11][N:10]=1. The catalyst is C(O)(C)C. The product is [F:40][C:34]1[CH:35]=[C:36]([F:39])[CH:37]=[CH:38][C:33]=1[S:30]([NH:29][C:27]1[CH:28]=[C:23]([C:16]2[N:17]=[C:18]([CH:20]([CH3:21])[CH3:22])[S:19][C:15]=2[C:13]2[CH:12]=[CH:11][N:10]=[C:9]([NH:7][CH2:6][CH2:5][S:2]([CH3:1])(=[O:4])=[O:3])[N:14]=2)[CH:24]=[CH:25][C:26]=1[F:41])(=[O:32])=[O:31]. The yield is 0.450. (2) The reactants are [C:1]([C:4]1[C:22](=[O:23])[C@@:8]2([CH3:24])[C:9]3[C:15]([OH:16])=[CH:14][C:13]([O:17][CH3:18])=[C:12]([C:19]([NH2:21])=[O:20])[C:10]=3[O:11][C:7]2=[CH:6][C:5]=1[OH:25])(=[O:3])[CH3:2].[C:26]([NH:34][C:35]1[CH:42]=[CH:41][C:38]([CH:39]=O)=[C:37]([CH3:43])[C:36]=1[CH3:44])(=[O:33])[C:27]1[CH:32]=[CH:31][CH:30]=[CH:29][CH:28]=1.C([SiH](CC)CC)C.FC(F)(F)C(O)=O. The catalyst is C(#N)C. The product is [C:1]([C:4]1[C:22](=[O:23])[C@@:8]2([CH3:24])[C:9]3[C:15]([OH:16])=[CH:14][C:13]([O:17][CH3:18])=[C:12]([C:19]([NH:21][CH2:39][C:38]4[CH:41]=[CH:42][C:35]([NH:34][C:26](=[O:33])[C:27]5[CH:28]=[CH:29][CH:30]=[CH:31][CH:32]=5)=[C:36]([CH3:44])[C:37]=4[CH3:43])=[O:20])[C:10]=3[O:11][C:7]2=[CH:6][C:5]=1[OH:25])(=[O:3])[CH3:2]. The yield is 0.700. (3) The reactants are Br[C:2]1[CH:13]=[CH:12][CH:11]=[CH:10][C:3]=1[CH2:4][C@@H:5]([C:7]([OH:9])=[O:8])[NH2:6].C([O-])([O-])=O.[K+].[K+]. The catalyst is Cl[Cu].CN1C(=O)CCC1. The product is [NH:6]1[C:10]2[C:3](=[CH:2][CH:13]=[CH:12][CH:11]=2)[CH2:4][C@H:5]1[C:7]([OH:9])=[O:8]. The yield is 0.495. (4) The reactants are [CH3:1][N:2]([CH3:20])[C:3]1[CH:8]=[CH:7][C:6]([C:9]2[C:17]3[C:12](=[CH:13][CH:14]=[C:15]([C:18]#[N:19])[CH:16]=3)[NH:11][N:10]=2)=[CH:5][CH:4]=1.[OH-:21].[Na+]. The catalyst is Cl. The product is [CH3:1][N:2]([CH3:20])[C:3]1[CH:4]=[CH:5][C:6]([C:9]2[C:17]3[C:12](=[CH:13][CH:14]=[C:15]([C:18]([NH2:19])=[O:21])[CH:16]=3)[NH:11][N:10]=2)=[CH:7][CH:8]=1. The yield is 0.521.